Dataset: Catalyst prediction with 721,799 reactions and 888 catalyst types from USPTO. Task: Predict which catalyst facilitates the given reaction. Reactant: Br[CH2:2][C:3]1[C:8]([Br:9])=[CH:7][CH:6]=[CH:5][C:4]=1[N:10]1[C:14](=[O:15])[N:13]([CH3:16])[N:12]=[N:11]1.[CH3:17][C:18]1[CH:23]=[CH:22][C:21]([N:24]2[CH:28]=[CH:27][C:26]([OH:29])=[N:25]2)=[CH:20][CH:19]=1.C(=O)([O-])[O-].[K+].[K+].C(#N)C. Product: [CH3:17][C:18]1[CH:19]=[CH:20][C:21]([N:24]2[CH:28]=[CH:27][C:26]([O:29][CH2:2][C:3]3[C:8]([Br:9])=[CH:7][CH:6]=[CH:5][C:4]=3[N:10]3[C:14](=[O:15])[N:13]([CH3:16])[N:12]=[N:11]3)=[N:25]2)=[CH:22][CH:23]=1. The catalyst class is: 6.